Task: Binary Classification. Given a miRNA mature sequence and a target amino acid sequence, predict their likelihood of interaction.. Dataset: Experimentally validated miRNA-target interactions with 360,000+ pairs, plus equal number of negative samples (1) The miRNA is hsa-miR-27a-3p with sequence UUCACAGUGGCUAAGUUCCGC. The protein sequence of the target gene is MSSTRSQNPHGLKQIGLDQIWDDLRAGIQQVYTRQSMAKSRYMELYTHVYNYCTSVHQSNQARGAGVPPSKSKKGQTPGGAQFVGLELYKRLKEFLKNYLTNLLKDGEDLMDESVLKFYTQQWEDYRFSSKVLNGICAYLNRHWVRRECDEGRKGIYEIYSLALVTWRDCLFRPLNKQVTNAVLKLIEKERNGETINTRLISGVVQSYVELGLNEDDAFAKGPTLTVYKESFESQFLADTERFYTRESTEFLQQNPVTEYMKKAEARLLEEQRRVQVYLHESTQDELARKCEQVLIEKHL.... Result: 1 (interaction). (2) The miRNA is hsa-miR-3130-3p with sequence GCUGCACCGGAGACUGGGUAA. The protein sequence of the target gene is MAAAAAEQQQFYLLLGNLLSPDNVVRKQAEETYENIPGRSKITFLLQAIRNTTAAEEARQMAAVLLRRLLSSAFDEVYPALPSDVQTAIKSELLMIIQMETQSSMRKKICDIAAELARNLIDEDGNNQWPEGLKFLFDSVSSQNMGLREAALHIFWNFPGIFGNQQQHYLDVIKRMLVQCMQDQEHPSIRTLSARATAAFILANEHNVALFKHFADLLPGFLQAVNDSCYQNDDSVLKSLVEIADTVPKYLRPHLEATLQLSLKLCGDTNLNNMQRQLALEVIVTLSETAAAMLRKHTSL.... Result: 0 (no interaction). (3) The miRNA is hsa-miR-3186-5p with sequence CAGGCGUCUGUCUACGUGGCUU. The protein sequence of the target gene is MSPPGSAAGESAAGGGGGGGGPGVSEELTAAAAAAAADEGPAREEQRPIQPSFTKSLCRESHWKCLLLSLLMYGCLGAVAWCHVTTVTRLTFSSAYQGNSLMYHDSPCSNGYVYIPLAFLLMLYAVYLVECWHCQARHELQHRVDVSSVRERVGRMQQATPCIWWKAISYHYVRRTRQVTRYRNGDAYTTTQVYHERVNTHVAEAEFDYARCGVRDVSKTLVGLEGAPATRLRFTKCFSFASVEAENAYLCQRARFFAENEGLDDYMEAREGMHLKNVDFREFMVAFPDPARPPWYACSS.... Result: 0 (no interaction). (4) The miRNA is hsa-miR-522-3p with sequence AAAAUGGUUCCCUUUAGAGUGU. The protein sequence of the target gene is MRAQEDLEGRTQHETTRDPSTPLPTEPKFDMLYKIEDVPPWYLCILLGFQHYLTCFSGTIAVPFLLAEALCVGHDQHMVSQLIGTIFTCVGITTLIQTTVGIRLPLFQASAFAFLVPAKAILALERWKCPPEEEIYGNWSLPLNTSHIWHPRIREVQGAIMVSSVVEVVIGLLGLPGALLNYIGPLTVTPTVSLIGLSVFQAAGDRAGSHWGISACSILLIILFSQYLRNLTFLLPVYRWGKGLTLLRIQIFKMFPIMLAIMTVWLLCYVLTLTDVLPTDPKAYGFQARTDARGDIMAIA.... Result: 1 (interaction). (5) The miRNA is mmu-miR-139-3p with sequence UGGAGACGCGGCCCUGUUGGAG. The protein sequence of the target gene is MSLLSAIDTSAASVYQPAQLLNWVYLSLQDTHQASAFDAFRPEPTAGAAPPELAFGKGRPEQLGSPLHSSYLNSFFQLQRGEALSNSVYKGASPYGSLNNIADGLSSLTEHFSDLTLTSEARKPSKRPPPNYLCHLCFNKGHYIKDCPQARPKGEGLTPYQGKKRCFGEYKCPKCKRKWMSGNSWANMGQECIKCHINVYPHKQRPLEKPDGLDVSDQSKEHPQHLCEKCKVLGYYCRRVQ. Result: 0 (no interaction).